Predict the reactants needed to synthesize the given product. From a dataset of Full USPTO retrosynthesis dataset with 1.9M reactions from patents (1976-2016). (1) The reactants are: [O:1]1[CH2:6][CH2:5][C:4](=O)[CH2:3][CH2:2]1.O1CCCC(=O)C1.[CH2:15]([C@H:17]1[CH2:22][O:21][CH2:20][CH2:19][NH:18]1)[CH3:16].N1CCOCC1.[O:29]1[CH2:32][CH:31]([NH:33][C:34]([NH:36][C:37]2[CH:42]=[CH:41][C:40](B3OC(C)(C)C(C)(C)O3)=[CH:39][CH:38]=2)=[O:35])[CH2:30]1.[CH2:52]([NH:54][C:55]([NH:57]C1C=CC(B2OC(C)(C)C(C)(C)O2)=CC=1)=O)C. Given the product [CH2:15]([C@@H:17]1[N:18]([C:52]2[C:5]3[CH2:6][O:1][CH2:2][CH2:3][C:4]=3[N:57]=[C:55]([C:40]3[CH:39]=[CH:38][C:37]([NH:36][C:34]([NH:33][CH:31]4[CH2:30][O:29][CH2:32]4)=[O:35])=[CH:42][CH:41]=3)[N:54]=2)[CH2:19][CH2:20][O:21][CH2:22]1)[CH3:16], predict the reactants needed to synthesize it. (2) Given the product [OH:11][C:8]1[CH:9]=[CH:10][C:5]([CH2:4][C@H:3]2[CH2:2][O:1][C:22]([CH3:24])([CH3:23])[N:12]2[C:13]([O:14][C:15]([CH3:16])([CH3:18])[CH3:17])=[O:19])=[CH:6][CH:7]=1, predict the reactants needed to synthesize it. The reactants are: [OH:1][CH2:2][C@@H:3]([NH:12][C:13](=[O:19])[O:14][C:15]([CH3:18])([CH3:17])[CH3:16])[CH2:4][C:5]1[CH:10]=[CH:9][C:8]([OH:11])=[CH:7][CH:6]=1.CO[C:22](OC)([CH3:24])[CH3:23].O.C1(C)C=CC(S(O)(=O)=O)=CC=1.C(=O)([O-])O.[Na+]. (3) Given the product [CH2:8]([C:6]1[CH:5]=[C:4]([Br:15])[C:3]2[O:16][CH2:23][C:24](=[O:25])[NH:1][C:2]=2[CH:7]=1)[C:9]1[CH:14]=[CH:13][CH:12]=[CH:11][CH:10]=1, predict the reactants needed to synthesize it. The reactants are: [NH2:1][C:2]1[CH:7]=[C:6]([CH2:8][C:9]2[CH:14]=[CH:13][CH:12]=[CH:11][CH:10]=2)[CH:5]=[C:4]([Br:15])[C:3]=1[OH:16].C([O-])(O)=O.[Na+].Cl[CH2:23][C:24](Cl)=[O:25]. (4) Given the product [S:1]1[CH:5]=[C:4]([CH2:6][N:7]2[CH:11]=[CH:10][C:9](/[CH:12]=[C:13]3\[CH2:14][N:15]([C:20]([C:33]4[CH:38]=[CH:37][CH:36]=[CH:35][CH:34]=4)([C:27]4[CH:28]=[CH:29][CH:30]=[CH:31][CH:32]=4)[C:21]4[CH:26]=[CH:25][CH:24]=[CH:23][CH:22]=4)[CH2:16][CH2:17][CH:18]\3[OH:19])=[N:8]2)[N:3]=[CH:2]1, predict the reactants needed to synthesize it. The reactants are: [S:1]1[CH:5]=[C:4]([CH2:6][N:7]2[CH:11]=[CH:10][C:9](/[CH:12]=[C:13]3\[CH2:14][N:15]([C:20]([C:33]4[CH:38]=[CH:37][CH:36]=[CH:35][CH:34]=4)([C:27]4[CH:32]=[CH:31][CH:30]=[CH:29][CH:28]=4)[C:21]4[CH:26]=[CH:25][CH:24]=[CH:23][CH:22]=4)[CH2:16][CH2:17][C:18]\3=[O:19])=[N:8]2)[N:3]=[CH:2]1.[BH4-].[Na+].O.C(OCC)(=O)C.